This data is from Catalyst prediction with 721,799 reactions and 888 catalyst types from USPTO. The task is: Predict which catalyst facilitates the given reaction. (1) Reactant: [N+:1]([C:4]1[CH:20]=[CH:19][C:7]([CH2:8][C:9]2[CH:14]=[CH:13][N:12]=[C:11]([C:15]([F:18])([F:17])[F:16])[CH:10]=2)=[CH:6][CH:5]=1)([O-])=O.N1C=CC=CC=1. Product: [F:18][C:15]([F:16])([F:17])[C:11]1[CH:10]=[C:9]([CH2:8][C:7]2[CH:19]=[CH:20][C:4]([NH2:1])=[CH:5][CH:6]=2)[CH:14]=[CH:13][N:12]=1. The catalyst class is: 29. (2) Reactant: [C:1]([O:5][C:6]([NH:8][C@@H:9]([CH2:13][OH:14])[C:10]([OH:12])=[O:11])=[O:7])([CH3:4])([CH3:3])[CH3:2].[H-].[Na+].[CH2:17](Br)[C:18]1[CH:23]=[CH:22][CH:21]=[CH:20][CH:19]=1. Product: [CH2:17]([O:14][CH2:13][C@H:9]([NH:8][C:6]([O:5][C:1]([CH3:4])([CH3:3])[CH3:2])=[O:7])[C:10]([OH:12])=[O:11])[C:18]1[CH:23]=[CH:22][CH:21]=[CH:20][CH:19]=1. The catalyst class is: 3.